This data is from Reaction yield outcomes from USPTO patents with 853,638 reactions. The task is: Predict the reaction yield, written as a fraction of the theoretical maximum amount of product (1.0 means a 100% yield; for example, 0.34 means a 34% yield). (1) The reactants are Cl.[CH3:2][O:3][C:4](=[O:21])[CH:5]([NH:13]CC1C=CC=CC=1)[C:6]1[CH:11]=[CH:10][C:9]([F:12])=[CH:8][CH:7]=1.C([O-])=O.[NH4+]. The catalyst is C(O)(C)C.[Pd]. The product is [CH3:2][O:3][C:4](=[O:21])[CH:5]([NH2:13])[C:6]1[CH:11]=[CH:10][C:9]([F:12])=[CH:8][CH:7]=1. The yield is 0.870. (2) The reactants are O.[SH2:2].[Na].Br[CH:5]([C:12](=[O:14])[CH3:13])[CH2:6][C:7]([O:9][CH2:10][CH3:11])=[O:8].CCOCC. The catalyst is O. The product is [SH:2][CH:5]([C:12](=[O:14])[CH3:13])[CH2:6][C:7]([O:9][CH2:10][CH3:11])=[O:8]. The yield is 0.580. (3) The reactants are Br[C:2]1[N:7]=[CH:6][C:5]([C:8]2([OH:21])[CH2:13][CH2:12][N:11]([C:14]([O:16][C:17]([CH3:20])([CH3:19])[CH3:18])=[O:15])[CH2:10][CH2:9]2)=[CH:4][CH:3]=1.[CH3:22][N:23](C=O)C. The product is [C:22]([C:2]1[N:7]=[CH:6][C:5]([C:8]2([OH:21])[CH2:13][CH2:12][N:11]([C:14]([O:16][C:17]([CH3:20])([CH3:19])[CH3:18])=[O:15])[CH2:10][CH2:9]2)=[CH:4][CH:3]=1)#[N:23]. The catalyst is [C-]#N.[C-]#N.[Zn+2].C1C=CC([P]([Pd]([P](C2C=CC=CC=2)(C2C=CC=CC=2)C2C=CC=CC=2)([P](C2C=CC=CC=2)(C2C=CC=CC=2)C2C=CC=CC=2)[P](C2C=CC=CC=2)(C2C=CC=CC=2)C2C=CC=CC=2)(C2C=CC=CC=2)C2C=CC=CC=2)=CC=1. The yield is 0.700. (4) The catalyst is CN(C=O)C. The yield is 0.750. The product is [C:36]([C:35]1[CH:39]=[CH:40][C:32]([CH2:31][N:2]2[CH2:3][CH2:4][C:5]3[NH:6][C:7]4[CH:8]=[CH:9][C:10]([C:14]([NH:16][CH:17]5[CH2:18][CH2:19][N:20]([C:23]([O:25][C:26]([CH3:29])([CH3:28])[CH3:27])=[O:24])[CH2:21][CH2:22]5)=[O:15])=[CH:11][C:12]=4[C:13]=3[CH2:1]2)=[CH:33][CH:34]=1)(=[O:37])[NH2:38]. The reactants are [CH2:1]1[C:13]2[C:12]3[CH:11]=[C:10]([C:14]([NH:16][CH:17]4[CH2:22][CH2:21][N:20]([C:23]([O:25][C:26]([CH3:29])([CH3:28])[CH3:27])=[O:24])[CH2:19][CH2:18]4)=[O:15])[CH:9]=[CH:8][C:7]=3[NH:6][C:5]=2[CH2:4][CH2:3][NH:2]1.Br[CH2:31][C:32]1[CH:40]=[CH:39][C:35]([C:36]([NH2:38])=[O:37])=[CH:34][CH:33]=1.C(=O)(O)[O-].[Na+].